From a dataset of Reaction yield outcomes from USPTO patents with 853,638 reactions. Predict the reaction yield, written as a fraction of the theoretical maximum amount of product (1.0 means a 100% yield; for example, 0.34 means a 34% yield). (1) The reactants are [Cl:1][C:2]1[CH:7]=[CH:6][C:5]([C:8]2[N:9]([C:18]3[CH:23]=[CH:22][CH:21]=[CH:20][C:19]=3[Cl:24])[N:10]=[C:11]3[C:16](O)=[N:15][CH:14]=[N:13][C:12]=23)=[CH:4][CH:3]=1.C(N(CC)C1C=CC=CC=1)C.O=P(Cl)(Cl)[Cl:38]. The catalyst is ClCCCl. The product is [Cl:38][C:16]1[C:11]2[C:12](=[C:8]([C:5]3[CH:6]=[CH:7][C:2]([Cl:1])=[CH:3][CH:4]=3)[N:9]([C:18]3[CH:23]=[CH:22][CH:21]=[CH:20][C:19]=3[Cl:24])[N:10]=2)[N:13]=[CH:14][N:15]=1. The yield is 0.760. (2) The reactants are [CH:1]1[C:6]([CH:7]=O)=[CH:5][C:4]2[O:9][CH2:10][O:11][C:3]=2[CH:2]=1.Br.[Br:13][CH2:14][CH2:15][CH2:16][NH2:17].C(N(CC)CC)C.C(O)(=O)C.C([O-])([O-])=O.[K+].[K+].[Cl-].[Na+]. The catalyst is O.C(O)(C)C. The product is [O:11]1[C:3]2[CH:2]=[CH:1][C:6]([CH2:7][NH:17][CH2:16][CH2:15][CH2:14][Br:13])=[CH:5][C:4]=2[O:9][CH2:10]1. The yield is 0.690.